This data is from Experimentally validated miRNA-target interactions with 360,000+ pairs, plus equal number of negative samples. The task is: Binary Classification. Given a miRNA mature sequence and a target amino acid sequence, predict their likelihood of interaction. (1) The miRNA is mmu-miR-297a-5p with sequence AUGUAUGUGUGCAUGUGCAUGU. The protein sequence of the target gene is MADGGSERADGRIVKMEVDYSATVDQRLPECAKLAKEGRLQEVIETLLSLEKQTRTASDMVSTSRILVAVVKMCYEAKEWDLLNENIMLLSKRRSQLKQAVAKMVQQCCTYVEEITDLPIKLRLIDTLRMVTEGKIYVEIERARLTKTLATIKEQNGDVKEAASILQELQVETYGSMEKKERVEFILEQMRLCLAVKDYIRTQIISKKINTKFFQEENTEKLKLKYYNLMIQLDQHEGSYLSICKHYRAIYDTPCIQAESEKWQQALKSVVLYVILAPFDNEQSDLVHRISGDKKLEEIP.... Result: 0 (no interaction). (2) The miRNA is mmu-miR-302a-3p with sequence UAAGUGCUUCCAUGUUUUGGUGA. The protein sequence of the target gene is MAGEKVEKPDTKEKKPEAKKVDAGGKVKKGNLKAKKPKKGKPHCSRNPVLVRGIGRYSRSAMYSRKAMYKRKYSAAKSKVEKKKKEKVLATVTKPVGGDKNGGTRVVKLRKMPRYYPTEDVPRKLLSHGKKPFSQHVRKLRASITPGTILIILTGRHRGKRVVFLKQLASGLLLVTGPLVLNRVPLRRTHQKFVIATSTKIDISNVKIPKHLTDAYFKKKKLRKPRHQEGEIFDTEKEKYEITEQRKIDQKAVDSQILPKIKAIPQLQGYLRSVFALTNGIYPHKLVF. Result: 0 (no interaction). (3) The miRNA is mmu-miR-509-5p with sequence UACUCCAGAAUGUGGCAAUCAU. The protein sequence of the target gene is MQDPNADTEWNDILRKKGILPPKESLKELEEEEAEKEEQLLQQSVVKTYEDMTLEELEENEDEFSEEDERAIEMYRQQRLAEWKATQLKNKFGEVLEISGKDYVQEVTKAGEGLWVILHLYKQGIPLCSLINHHLSGLARKFPDVKFIKAISTTCIPNYPDRNLPTVFVYREGDIKAQFIGPLVFGGMNLTIDELEWKLSESGAIKTALEENPKKPIQDLLLSSVRGPVPMRRDSDSEDD. Result: 0 (no interaction).